This data is from NCI-60 drug combinations with 297,098 pairs across 59 cell lines. The task is: Regression. Given two drug SMILES strings and cell line genomic features, predict the synergy score measuring deviation from expected non-interaction effect. Drug 1: C1=C(C(=O)NC(=O)N1)N(CCCl)CCCl. Drug 2: C1C(C(OC1N2C=NC(=NC2=O)N)CO)O. Cell line: OVCAR3. Synergy scores: CSS=27.3, Synergy_ZIP=-9.79, Synergy_Bliss=-0.205, Synergy_Loewe=2.58, Synergy_HSA=4.25.